The task is: Predict the reactants needed to synthesize the given product.. This data is from Full USPTO retrosynthesis dataset with 1.9M reactions from patents (1976-2016). (1) Given the product [C:1]([NH:5][C:26]([C:15]1[N:16]([CH3:25])[C:17]([C:18]2[CH:23]=[CH:22][C:21]([CH3:24])=[CH:20][CH:19]=2)=[C:13]([C:10]2[CH:9]=[CH:8][C:7]([CH3:6])=[CH:12][CH:11]=2)[N:14]=1)=[O:27])([CH3:4])([CH3:3])[CH3:2], predict the reactants needed to synthesize it. The reactants are: [C:1]([NH2:5])([CH3:4])([CH3:3])[CH3:2].[CH3:6][C:7]1[CH:12]=[CH:11][C:10]([C:13]2[N:14]=[C:15]([C:26](O)=[O:27])[N:16]([CH3:25])[C:17]=2[C:18]2[CH:23]=[CH:22][C:21]([CH3:24])=[CH:20][CH:19]=2)=[CH:9][CH:8]=1. (2) Given the product [NH2:44][C:14]1[C:13]2[N:20]=[C:21]([CH2:36][O:37][CH2:38][CH3:39])[N:22]([CH2:23][C:24]([NH:27][C:28]([CH:30]3[CH2:31][CH2:32][CH2:33][CH2:34][CH2:35]3)=[O:29])([CH3:25])[CH3:26])[C:12]=2[C:11]2[CH:10]=[C:9]([O:8][CH2:1][C:2]3[CH:7]=[CH:6][CH:5]=[CH:4][CH:3]=3)[CH:18]=[CH:17][C:16]=2[N:15]=1, predict the reactants needed to synthesize it. The reactants are: [CH2:1]([O:8][C:9]1[CH:18]=[CH:17][C:16]2[N+:15]([O-])=[CH:14][C:13]3[N:20]=[C:21]([CH2:36][O:37][CH2:38][CH3:39])[N:22]([CH2:23][C:24]([NH:27][C:28]([CH:30]4[CH2:35][CH2:34][CH2:33][CH2:32][CH2:31]4)=[O:29])([CH3:26])[CH3:25])[C:12]=3[C:11]=2[CH:10]=1)[C:2]1[CH:7]=[CH:6][CH:5]=[CH:4][CH:3]=1.ClC(Cl)(Cl)C([N:44]=C=O)=O. (3) Given the product [O:1]1[C:5]2[CH:6]=[CH:7][CH:8]=[CH:9][C:4]=2[CH:3]=[C:2]1[C:10]1[C:19]([NH:20][CH:21]([CH3:23])[CH3:22])=[N:18][C:17]2[C:12](=[CH:13][CH:14]=[C:15]([C:24]([OH:26])=[O:25])[CH:16]=2)[N:11]=1, predict the reactants needed to synthesize it. The reactants are: [O:1]1[C:5]2[CH:6]=[CH:7][CH:8]=[CH:9][C:4]=2[CH:3]=[C:2]1[C:10]1[C:19]([NH:20][CH:21]([CH3:23])[CH3:22])=[N:18][C:17]2[C:12](=[CH:13][CH:14]=[C:15]([C:24]([O:26]C)=[O:25])[CH:16]=2)[N:11]=1.[OH-].[Na+].Cl.